The task is: Predict the product of the given reaction.. This data is from Forward reaction prediction with 1.9M reactions from USPTO patents (1976-2016). (1) Given the reactants I[C:2]1[C:10]2[C:5](=[N:6][CH:7]=[C:8]([C:24]3[CH:29]=[CH:28][CH:27]=[CH:26][CH:25]=3)[C:9]=2[N:11]2[CH2:16][CH2:15][N:14](C(OC(C)(C)C)=O)[CH2:13][CH2:12]2)[N:4]([CH2:30][C:31]2[CH:36]=[CH:35][C:34]([O:37][CH3:38])=[CH:33][CH:32]=2)[N:3]=1.C[NH:40]CCNC.C(=O)(OC(C)(C)C)N.O, predict the reaction product. The product is: [CH3:38][O:37][C:34]1[CH:33]=[CH:32][C:31]([CH2:30][N:4]2[C:5]3=[N:6][CH:7]=[C:8]([C:24]4[CH:25]=[CH:26][CH:27]=[CH:28][CH:29]=4)[C:9]([N:11]4[CH2:12][CH2:13][NH:14][CH2:15][CH2:16]4)=[C:10]3[C:2]([NH2:40])=[N:3]2)=[CH:36][CH:35]=1. (2) Given the reactants [C:1]([C:5]1[CH:6]=[C:7]([CH:13]=[CH:14][CH:15]=1)[O:8][CH2:9][CH2:10][CH2:11][OH:12])([CH3:4])([CH3:3])[CH3:2].O[C:17]1[CH:22]=[CH:21][C:20]([CH:23]([C:29]#[C:30][CH3:31])[CH2:24][C:25]([O:27][CH3:28])=[O:26])=[CH:19][CH:18]=1.C1(P(C2C=CC=CC=2)C2C=CC=CC=2)C=CC=CC=1.N(C(OCC)=O)=NC(OCC)=O, predict the reaction product. The product is: [C:1]([C:5]1[CH:6]=[C:7]([CH:13]=[CH:14][CH:15]=1)[O:8][CH2:9][CH2:10][CH2:11][O:12][C:17]1[CH:22]=[CH:21][C:20]([CH:23]([C:29]#[C:30][CH3:31])[CH2:24][C:25]([O:27][CH3:28])=[O:26])=[CH:19][CH:18]=1)([CH3:4])([CH3:2])[CH3:3]. (3) Given the reactants [Cl:1][C:2]1[CH:3]=[C:4]([NH:19][C:20]2[C:30]3[CH:29]=[C:28]([C:31]([OH:33])=O)[CH2:27][CH2:26][NH:25][C:24]=3[N:23]=[CH:22][N:21]=2)[CH:5]=[CH:6][C:7]=1[O:8][C:9]1[CH:14]=[CH:13][CH:12]=[C:11]([C:15]([F:18])([F:17])[F:16])[CH:10]=1.Cl.[CH3:35][O:36][CH2:37][CH2:38][CH2:39][O:40][CH2:41][CH2:42][NH2:43].ON1C2C=CC=CC=2N=N1.Cl.C(N=C=NCCCN(C)C)C, predict the reaction product. The product is: [Cl:1][C:2]1[CH:3]=[C:4]([NH:19][C:20]2[C:30]3[CH:29]=[C:28]([C:31]([NH:43][CH2:42][CH2:41][O:40][CH2:39][CH2:38][CH2:37][O:36][CH3:35])=[O:33])[CH2:27][CH2:26][NH:25][C:24]=3[N:23]=[CH:22][N:21]=2)[CH:5]=[CH:6][C:7]=1[O:8][C:9]1[CH:14]=[CH:13][CH:12]=[C:11]([C:15]([F:17])([F:18])[F:16])[CH:10]=1.